From a dataset of Forward reaction prediction with 1.9M reactions from USPTO patents (1976-2016). Predict the product of the given reaction. (1) Given the reactants [CH2:1]([O:3][C:4]([C:6]1([C:9]2[CH:14]=[CH:13][C:12]([C:15]3[CH:20]=[CH:19][C:18]([C:21]4[O:25][N:24]=[C:23]([CH3:26])[C:22]=4[CH:27]([OH:37])[CH2:28][NH:29][CH2:30][C:31]4[CH:36]=[CH:35][CH:34]=[CH:33][CH:32]=4)=[CH:17][CH:16]=3)=[CH:11][CH:10]=2)[CH2:8][CH2:7]1)=[O:5])[CH3:2].C(N(CC)CC)C.[C:45](Cl)(Cl)=[O:46].CCOC(C)=O, predict the reaction product. The product is: [CH2:1]([O:3][C:4]([C:6]1([C:9]2[CH:10]=[CH:11][C:12]([C:15]3[CH:20]=[CH:19][C:18]([C:21]4[O:25][N:24]=[C:23]([CH3:26])[C:22]=4[CH:27]4[O:37][C:45](=[O:46])[N:29]([CH2:30][C:31]5[CH:36]=[CH:35][CH:34]=[CH:33][CH:32]=5)[CH2:28]4)=[CH:17][CH:16]=3)=[CH:13][CH:14]=2)[CH2:8][CH2:7]1)=[O:5])[CH3:2]. (2) Given the reactants Br[CH2:2][CH2:3][C:4]1[CH:9]=[CH:8][C:7]([N+:10]([O-:12])=[O:11])=[CH:6][CH:5]=1.[NH:13]1[CH2:18][CH2:17][O:16][CH2:15][CH2:14]1.C(=O)([O-])[O-].[K+].[K+], predict the reaction product. The product is: [N+:10]([C:7]1[CH:8]=[CH:9][C:4]([CH2:3][CH2:2][N:13]2[CH2:18][CH2:17][O:16][CH2:15][CH2:14]2)=[CH:5][CH:6]=1)([O-:12])=[O:11]. (3) Given the reactants Br[C:2]1[CH:3]=[N:4][C:5]2[N:6]([CH:8]=[C:9]([CH2:11][O:12][C:13]3[CH:18]=[CH:17][C:16]([F:19])=[CH:15][CH:14]=3)[N:10]=2)[CH:7]=1.[C:20]1(B(O)O)[CH:25]=[CH:24][CH:23]=[CH:22][CH:21]=1, predict the reaction product. The product is: [F:19][C:16]1[CH:17]=[CH:18][C:13]([O:12][CH2:11][C:9]2[N:10]=[C:5]3[N:4]=[CH:3][C:2]([C:20]4[CH:25]=[CH:24][CH:23]=[CH:22][CH:21]=4)=[CH:7][N:6]3[CH:8]=2)=[CH:14][CH:15]=1. (4) Given the reactants [NH2:1][C:2]1[CH:3]=[C:4]2[C:9](=[CH:10][CH:11]=1)[CH2:8][CH:7]([N:12]([CH2:20][C:21]1[N:26]=[CH:25][C:24]3[O:27][CH2:28][CH2:29][O:30][C:23]=3[CH:22]=1)[C:13](=[O:19])[O:14][C:15]([CH3:18])([CH3:17])[CH3:16])[CH2:6][CH2:5]2.Cl[C:32]1[C:37]([N+:38]([O-:40])=[O:39])=[CH:36][CH:35]=[C:34]([O:41][CH3:42])[N:33]=1.C([O-])(O)=O.[Na+], predict the reaction product. The product is: [O:30]1[C:23]2[CH:22]=[C:21]([CH2:20][N:12]([CH:7]3[CH2:6][CH2:5][C:4]4[C:9](=[CH:10][CH:11]=[C:2]([NH:1][C:32]5[C:37]([N+:38]([O-:40])=[O:39])=[CH:36][CH:35]=[C:34]([O:41][CH3:42])[N:33]=5)[CH:3]=4)[CH2:8]3)[C:13](=[O:19])[O:14][C:15]([CH3:17])([CH3:18])[CH3:16])[N:26]=[CH:25][C:24]=2[O:27][CH2:28][CH2:29]1. (5) Given the reactants [CH3:1][O:2][C:3]1[C:4]([CH:26]=[C:27]([CH3:29])[CH3:28])=[CH:5][C:6]2[C:12]3[N:13]([C:21]4[S:22][CH:23]=[CH:24][N:25]=4)[N:14]=[C:15]([C:16]([O:18]CC)=[O:17])[C:11]=3[CH2:10][O:9][C:7]=2[CH:8]=1.C1COCC1.O.O[Li].O, predict the reaction product. The product is: [CH3:1][O:2][C:3]1[C:4]([CH:26]=[C:27]([CH3:29])[CH3:28])=[CH:5][C:6]2[C:12]3[N:13]([C:21]4[S:22][CH:23]=[CH:24][N:25]=4)[N:14]=[C:15]([C:16]([OH:18])=[O:17])[C:11]=3[CH2:10][O:9][C:7]=2[CH:8]=1. (6) Given the reactants C(SC1C=C(O)C(=O)NC=1)C1C=CC=CC=1.C[O:18][C:19]1[C:24]([O:25]C)=[CH:23][C:22]([S:27][CH2:28][C:29]2[CH:34]=[CH:33][C:32]([CH3:35])=[CH:31][CH:30]=2)=[CH:21][N:20]=1, predict the reaction product. The product is: [OH:25][C:24]1[C:19](=[O:18])[NH:20][CH:21]=[C:22]([S:27][CH2:28][C:29]2[CH:34]=[CH:33][C:32]([CH3:35])=[CH:31][CH:30]=2)[CH:23]=1. (7) The product is: [CH2:7]1[CH:12]([CH2:13][N:14]2[C:19](=[O:20])[CH:18]=[CH:17][C:15]2=[O:16])[CH2:11][CH2:10][CH:9]([C:21]([O:23][N:24]2[C:25](=[O:26])[CH2:27][CH2:28][C:29]2=[O:30])=[O:22])[CH2:8]1.[SH:1][CH2:2][CH2:3][C:4]([OH:6])=[O:5].[CH2:7]1[CH:12]([CH2:13][N:14]2[C:19](=[O:20])[CH:18]=[CH:17][C:15]2=[O:16])[CH2:11][CH2:10][CH:9]([C:21]([O:23][N:24]2[C:25](=[O:26])[CH2:27][CH2:28][C:29]2=[O:30])=[O:22])[CH2:8]1. Given the reactants [SH:1][CH2:2][CH2:3][C:4]([OH:6])=[O:5].[CH2:7]1[CH:12]([CH2:13][N:14]2[C:19](=[O:20])[CH:18]=[CH:17][C:15]2=[O:16])[CH2:11][CH2:10][CH:9]([C:21]([O:23][N:24]2[C:29](=[O:30])[CH2:28][CH2:27][C:25]2=[O:26])=[O:22])[CH2:8]1.CCN(C(C)C)C(C)C, predict the reaction product. (8) Given the reactants [CH2:1]([N:8]1[CH2:13][CH2:12][C:11]([CH2:15][CH3:16])(O)[CH2:10][CH2:9]1)[C:2]1[CH:7]=[CH:6][CH:5]=[CH:4][CH:3]=1.[CH3:17][C:18]#[N:19].S(=O)(=O)(O)[OH:21].[OH-].[Na+], predict the reaction product. The product is: [CH2:1]([N:8]1[CH2:13][CH2:12][C:11]([NH:19][C:18](=[O:21])[CH3:17])([CH2:15][CH3:16])[CH2:10][CH2:9]1)[C:2]1[CH:7]=[CH:6][CH:5]=[CH:4][CH:3]=1. (9) Given the reactants [CH3:1][N:2]1[C:6]([C:7]2[CH:12]=[CH:11][CH:10]=[CH:9][C:8]=2[Cl:13])=[N:5][N:4]=[C:3]1[C:14]([NH2:17])([CH3:16])[CH3:15].[C:18]1(=O)[O:23][C:21](=[O:22])[C:20]2=[CH:24][CH:25]=[CH:26][CH:27]=[C:19]12, predict the reaction product. The product is: [Cl:13][C:8]1[CH:9]=[CH:10][CH:11]=[CH:12][C:7]=1[C:6]1[N:2]([CH3:1])[C:3]([C:14]([N:17]2[C:21](=[O:22])[C:20]3[C:19](=[CH:27][CH:26]=[CH:25][CH:24]=3)[C:18]2=[O:23])([CH3:15])[CH3:16])=[N:4][N:5]=1. (10) Given the reactants [NH2:1][C:2]1[N:3]=[CH:4][C:5]2[S:10][C:9](=[O:11])[N:8]([CH:12]3[O:20][CH:19]4[CH:14]([O:15][Si:16]([C:25]([CH3:28])([CH3:27])[CH3:26])([C:21]([CH3:24])([CH3:23])[CH3:22])[O:17][CH2:18]4)[CH:13]3[OH:29])[C:6]=2[N:7]=1.C[C:31]([N:33]([CH3:35])[CH3:34])=O.[CH3:31][N:33]([CH:35]=O)[CH3:34], predict the reaction product. The product is: [C:21]([Si:16]1([C:25]([CH3:28])([CH3:27])[CH3:26])[O:15][CH:14]2[CH:13]([OH:29])[CH:12]([N:8]3[C:6]4[N:7]=[C:2]([N:1]=[CH:31][N:33]([CH3:35])[CH3:34])[N:3]=[CH:4][C:5]=4[S:10][C:9]3=[O:11])[O:20][CH:19]2[CH2:18][O:17]1)([CH3:22])([CH3:23])[CH3:24].